Dataset: Catalyst prediction with 721,799 reactions and 888 catalyst types from USPTO. Task: Predict which catalyst facilitates the given reaction. (1) Reactant: [C:1]1([S:7]([N:10]2[C:18]3[CH:17]=[C:16](B4OC(C)(C)CC(C)(C)O4)[CH:15]=[C:14]([NH2:29])[C:13]=3[CH:12]=[N:11]2)(=[O:9])=[O:8])[CH:6]=[CH:5][CH:4]=[CH:3][CH:2]=1.P([O-])([O-])([O-])=O.[K+].[K+].[K+].Br[C:39]1[CH:40]=[C:41]([NH:46][S:47]([C:50]2[CH:55]=[CH:54][CH:53]=[CH:52][CH:51]=2)(=[O:49])=[O:48])[C:42]([Cl:45])=[N:43][CH:44]=1.O1CCOCC1. Product: [NH2:29][C:14]1[CH:15]=[C:16]([C:39]2[CH:40]=[C:41]([NH:46][S:47]([C:50]3[CH:51]=[CH:52][CH:53]=[CH:54][CH:55]=3)(=[O:49])=[O:48])[C:42]([Cl:45])=[N:43][CH:44]=2)[CH:17]=[C:18]2[C:13]=1[CH:12]=[N:11][N:10]2[S:7]([C:1]1[CH:6]=[CH:5][CH:4]=[CH:3][CH:2]=1)(=[O:8])=[O:9]. The catalyst class is: 6. (2) Reactant: [NH:1]([C:39]([O:41][C:42]([CH3:45])([CH3:44])[CH3:43])=[O:40])[C@@H:2]([C:10]([NH:12][C@@H:13]([C:21]([NH:23][C@@H:24]([C:29]([O:31]CC1C=CC=CC=1)=[O:30])[CH2:25][CH:26]([CH3:28])[CH3:27])=[O:22])[CH2:14][C:15]1[CH:20]=[CH:19][CH:18]=[CH:17][CH:16]=1)=[O:11])[CH2:3][C:4]1[CH:9]=[CH:8][CH:7]=[CH:6][CH:5]=1. Product: [NH:1]([C:39]([O:41][C:42]([CH3:44])([CH3:43])[CH3:45])=[O:40])[C@@H:2]([C:10]([NH:12][C@@H:13]([C:21]([NH:23][C@@H:24]([C:29]([OH:31])=[O:30])[CH2:25][CH:26]([CH3:28])[CH3:27])=[O:22])[CH2:14][C:15]1[CH:16]=[CH:17][CH:18]=[CH:19][CH:20]=1)=[O:11])[CH2:3][C:4]1[CH:9]=[CH:8][CH:7]=[CH:6][CH:5]=1. The catalyst class is: 5. (3) Reactant: [CH2:1]([C:5]1[N:10]2[N:11]=[CH:12][N:13]=[C:9]2[N:8]([CH:14]2[CH2:19][CH2:18][CH:17]([OH:20])[CH2:16][CH2:15]2)[C:7](=[O:21])[C:6]=1[CH2:22][C:23]1[CH:28]=[CH:27][C:26]([C:29]2[C:30]([C:35]#[N:36])=[CH:31][CH:32]=[CH:33][CH:34]=2)=[CH:25][CH:24]=1)[CH2:2][CH2:3][CH3:4].CI.[CH3:39]N(C)C=O.[H-].[Na+]. Product: [CH2:1]([C:5]1[N:10]2[N:11]=[CH:12][N:13]=[C:9]2[N:8]([CH:14]2[CH2:19][CH2:18][CH:17]([O:20][CH3:39])[CH2:16][CH2:15]2)[C:7](=[O:21])[C:6]=1[CH2:22][C:23]1[CH:28]=[CH:27][C:26]([C:29]2[C:30]([C:35]#[N:36])=[CH:31][CH:32]=[CH:33][CH:34]=2)=[CH:25][CH:24]=1)[CH2:2][CH2:3][CH3:4]. The catalyst class is: 13.